This data is from Forward reaction prediction with 1.9M reactions from USPTO patents (1976-2016). The task is: Predict the product of the given reaction. (1) Given the reactants [Cl:1][C:2]1[CH:7]=[C:6]([C:8]([OH:10])=O)[C:5]([O:11][CH3:12])=[CH:4][C:3]=1[C:13]1[CH:18]=[CH:17][CH:16]=[CH:15][C:14]=1[C:19]([F:22])([F:21])[F:20].S(Cl)(Cl)=O.[CH:27]1[CH:28]=[CH:29][N:30]2[CH2:36][C:35]3[CH:37]=[CH:38][CH:39]=[CH:40][C:34]=3[NH:33][CH2:32][C:31]=12.C(N(CC)CC)C, predict the reaction product. The product is: [Cl:1][C:2]1[C:3]([C:13]2[CH:18]=[CH:17][CH:16]=[CH:15][C:14]=2[C:19]([F:20])([F:21])[F:22])=[CH:4][C:5]([O:11][CH3:12])=[C:6]([C:8]([N:33]2[C:34]3[CH:40]=[CH:39][CH:38]=[CH:37][C:35]=3[CH2:36][N:30]3[CH:29]=[CH:28][CH:27]=[C:31]3[CH2:32]2)=[O:10])[CH:7]=1. (2) Given the reactants [H-].[Na+].C1(C)C=CC(S(O[CH2:13][C:14]2([CH3:17])[CH2:16][O:15]2)(=O)=O)=CC=1.[Cl:19][C:20]1[CH:32]=[CH:31][C:23]([CH2:24][N:25]2[CH2:29][CH2:28][NH:27][C:26]2=[O:30])=[CH:22][CH:21]=1.O, predict the reaction product. The product is: [Cl:19][C:20]1[CH:32]=[CH:31][C:23]([CH2:24][N:25]2[CH2:29][CH2:28][N:27]([CH2:13][C:14]3([CH3:17])[CH2:16][O:15]3)[C:26]2=[O:30])=[CH:22][CH:21]=1. (3) Given the reactants C(O)(=O)C.[N:5]1[CH:6]=[N:7][N:8]2[CH:13]=[C:12]([CH2:14][C:15]([C:17]3[CH:22]=[CH:21][N:20]=[C:19]([C:23]([F:26])([F:25])[F:24])[N:18]=3)=O)[CH:11]=[CH:10][C:9]=12.C[N:28]([CH:30](OC)OC)C.O.[NH2:36]N, predict the reaction product. The product is: [F:24][C:23]([F:26])([F:25])[C:19]1[N:18]=[C:17]([C:15]2[C:14]([C:12]3[CH:11]=[CH:10][C:9]4[N:8]([N:7]=[CH:6][N:5]=4)[CH:13]=3)=[CH:30][NH:28][N:36]=2)[CH:22]=[CH:21][N:20]=1. (4) Given the reactants [C:1]1([OH:7])[CH:6]=[CH:5][CH:4]=[CH:3][CH:2]=1.CC1(C)[O:16][CH:15]2[CH:11]([CH:12]([CH2:27]O)[O:13][CH:14]2[N:17]2[C:21]3[N:22]=[CH:23][N:24]=[C:25]([NH2:26])[C:20]=3[N:19]=[CH:18]2)[O:10]1.N(C(OC(C)C)=O)=NC(OC(C)C)=O.C(O)(=O)C, predict the reaction product. The product is: [NH2:26][C:25]1[N:24]=[CH:23][N:22]=[C:21]2[C:20]=1[N:19]=[CH:18][N:17]2[C@@H:14]1[C@H:15]([OH:16])[C@@H:11]([OH:10])[C@@H:12]([CH2:27][O:7][C:1]2[CH:6]=[CH:5][CH:4]=[CH:3][CH:2]=2)[O:13]1. (5) Given the reactants C1(CC[C:6]2[CH:7]=[C:8]([CH:12]=[C:13]([O:15][CH3:16])[CH:14]=2)[C:9]([OH:11])=O)CC1.[NH2:17][CH:18]([CH:20]1[CH2:25][CH2:24][N:23]([C:26]([O:28][C:29]([CH3:32])([CH3:31])[CH3:30])=[O:27])[CH2:22][CH2:21]1)[CH3:19].C(N(CC)CC)C.CN(C(ON1N=NC2C=C[CH:53]=[CH:54][C:49]1=2)=[N+](C)C)C.[B-](F)(F)(F)F.CN([CH:65]=[O:66])C, predict the reaction product. The product is: [CH:53]1([CH2:16][O:15][C:13]2[CH:12]=[C:8]([CH:7]=[C:6]([O:66][CH3:65])[CH:14]=2)[C:9]([NH:17][CH:18]([CH:20]2[CH2:21][CH2:22][N:23]([C:26]([O:28][C:29]([CH3:31])([CH3:30])[CH3:32])=[O:27])[CH2:24][CH2:25]2)[CH3:19])=[O:11])[CH2:54][CH2:49]1. (6) Given the reactants [CH3:1][N:2]1[C:10]2[C:5](=[CH:6][C:7]([C:11]3[CH:20]=[CH:19][C:14]([O:15][CH2:16][C:17]#[N:18])=[CH:13][CH:12]=3)=[CH:8][CH:9]=2)[C:4]([CH3:21])=[C:3]1[C:22]1[CH:27]=[CH:26][CH:25]=[CH:24][CH:23]=1.[N-:28]=[N+:29]=[N-:30].[Na+].[NH4+].[Cl-], predict the reaction product. The product is: [CH3:1][N:2]1[C:10]2[C:5](=[CH:6][C:7]([C:11]3[CH:20]=[CH:19][C:14]([O:15][CH2:16][C:17]4[NH:30][N:29]=[N:28][N:18]=4)=[CH:13][CH:12]=3)=[CH:8][CH:9]=2)[C:4]([CH3:21])=[C:3]1[C:22]1[CH:27]=[CH:26][CH:25]=[CH:24][CH:23]=1. (7) Given the reactants C(NCC)C.[Li]CCCC.[C:11]([Si:15]([CH3:28])([CH3:27])[N:16]1[CH:19]([C:20]2[CH:25]=[CH:24][CH:23]=[CH:22][CH:21]=2)[CH2:18][C:17]1=[O:26])([CH3:14])([CH3:13])[CH3:12].Br[CH2:30][CH2:31][CH:32]([Br:34])[CH3:33].[NH4+].[Cl-], predict the reaction product. The product is: [Br:34][CH:32]([CH3:33])[CH2:31][CH2:30][CH:18]1[CH:19]([C:20]2[CH:21]=[CH:22][CH:23]=[CH:24][CH:25]=2)[N:16]([Si:15]([C:11]([CH3:14])([CH3:13])[CH3:12])([CH3:28])[CH3:27])[C:17]1=[O:26]. (8) The product is: [CH2:44]([O:43][C:41]([C:3]1([CH2:1][CH3:2])[CH2:4][CH2:5][N:6]([C:9]([C@:11]23[CH2:37][CH2:36][C@@H:35]([C:38]([CH3:40])=[CH2:39])[C@@H:12]2[C@@H:13]2[C@@:26]([CH3:29])([CH2:27][CH2:28]3)[C@@:25]3([CH3:30])[C@@H:16]([C@:17]4([CH3:34])[C@@H:22]([CH2:23][CH2:24]3)[C:21]([CH3:32])([CH3:31])[C@@H:20]([O:33][C:56](=[O:58])[CH2:57][C:53]([CH3:60])([CH3:52])[C:54]([OH:59])=[O:55])[CH2:19][CH2:18]4)[CH2:15][CH2:14]2)=[O:10])[CH2:7][CH2:8]1)=[O:42])[CH3:45]. Given the reactants [CH2:1]([C:3]1([C:41]([O:43][CH2:44][CH3:45])=[O:42])[CH2:8][CH2:7][N:6]([C:9]([C@:11]23[CH2:37][CH2:36][C@@H:35]([C:38]([CH3:40])=[CH2:39])[C@@H:12]2[C@@H:13]2[C@@:26]([CH3:29])([CH2:27][CH2:28]3)[C@@:25]3([CH3:30])[C@@H:16]([C@:17]4([CH3:34])[C@@H:22]([CH2:23][CH2:24]3)[C:21]([CH3:32])([CH3:31])[C@@H:20]([OH:33])[CH2:19][CH2:18]4)[CH2:15][CH2:14]2)=[O:10])[CH2:5][CH2:4]1)[CH3:2].N1C=CC=CC=1.[CH3:52][C:53]1([CH3:60])[CH2:57][C:56](=[O:58])[O:55][C:54]1=[O:59], predict the reaction product. (9) Given the reactants [H-].[Al+3].[Li+].[H-].[H-].[H-].[CH3:7][C:8]1[C:13]2[NH:14][C:15](=O)[CH2:16][O:17][C:12]=2[CH:11]=[CH:10][CH:9]=1.O.[OH-].[Na+], predict the reaction product. The product is: [CH3:7][C:8]1[C:13]2[NH:14][CH2:15][CH2:16][O:17][C:12]=2[CH:11]=[CH:10][CH:9]=1. (10) Given the reactants [C:1]([O:5][C:6]([NH:8][C@@H:9]1[CH2:14][CH2:13][C@H:12](C(O)=O)[CH2:11][CH2:10]1)=[O:7])([CH3:4])([CH3:3])[CH3:2].C([N:20]([CH2:23]C)CC)C.C1([O:31]P(N=[N+]=[N-])(=O)OC2C=CC=CC=2)C=CC=CC=1.[CH2:44]([OH:51])[C:45]1[CH:50]=[CH:49][CH:48]=[CH:47][CH:46]=1, predict the reaction product. The product is: [CH2:44]([O:51][C:23](=[O:31])[NH:20][C@H:12]1[CH2:11][CH2:10][C@@H:9]([NH:8][C:6]([O:5][C:1]([CH3:2])([CH3:3])[CH3:4])=[O:7])[CH2:14][CH2:13]1)[C:45]1[CH:50]=[CH:49][CH:48]=[CH:47][CH:46]=1.